This data is from Forward reaction prediction with 1.9M reactions from USPTO patents (1976-2016). The task is: Predict the product of the given reaction. (1) Given the reactants [Cl:1][C:2]1[CH:3]=[C:4]2[C:9](=[CH:10][CH:11]=1)[CH:8]=[C:7]([S:12]([N:15]([CH:26]1[CH2:31][CH2:30][CH2:29][N:28]([C:32]3[CH:37]=[CH:36][C:35](C4C=CC=CC=4S(C)(=O)=O)=[CH:34][C:33]=3[F:48])[C:27]1=[O:49])CC(N(CCN(C)C)C)=O)(=[O:14])=[O:13])[CH:6]=[CH:5]2.F[C:51](F)(F)[C:52]([O-:54])=O.CN(C)CCNC.CN1CCOCC1.CN([P+](O[N:82]1N=NC2[C:83]1=[CH:84][CH:85]=CC=2)(N(C)C)N(C)C)C.F[P-](F)(F)(F)(F)F, predict the reaction product. The product is: [F:48][C:33]1[CH:34]=[C:35]([N:82]2[CH2:83][CH2:84][CH2:85][CH2:51][C:52]2=[O:54])[CH:36]=[CH:37][C:32]=1[N:28]1[CH2:29][CH2:30][CH2:31][CH:26]([NH:15][S:12]([C:7]2[CH:6]=[CH:5][C:4]3[C:9](=[CH:10][CH:11]=[C:2]([Cl:1])[CH:3]=3)[CH:8]=2)(=[O:14])=[O:13])[C:27]1=[O:49]. (2) Given the reactants [CH3:1][C:2]1[CH:3]=[CH:4][C:5]([O:11][CH2:12][C:13]2[CH:18]=[CH:17][CH:16]=[CH:15][CH:14]=2)=[C:6]([CH:10]=1)[C:7]([OH:9])=O.[N:19]1[CH:24]=[CH:23][CH:22]=[C:21]([NH2:25])[CH:20]=1.C1C=CC2N(O)N=NC=2C=1.C(Cl)CCl, predict the reaction product. The product is: [CH3:1][C:2]1[CH:3]=[CH:4][C:5]([O:11][CH2:12][C:13]2[CH:18]=[CH:17][CH:16]=[CH:15][CH:14]=2)=[C:6]([CH:10]=1)[C:7]([NH:25][C:21]1[CH:20]=[N:19][CH:24]=[CH:23][CH:22]=1)=[O:9].